Dataset: Forward reaction prediction with 1.9M reactions from USPTO patents (1976-2016). Task: Predict the product of the given reaction. (1) Given the reactants [Cl:1][C:2]1[CH:7]=[CH:6][C:5]([C:8]2[CH:9]=[CH:10][C:11]([CH2:19][CH3:20])=[C:12]([C:14](=[O:18])[C:15](O)=[O:16])[CH:13]=2)=[CH:4][CH:3]=1.S(Cl)([Cl:23])=O, predict the reaction product. The product is: [Cl:1][C:2]1[CH:7]=[CH:6][C:5]([C:8]2[CH:9]=[CH:10][C:11]([CH2:19][CH3:20])=[C:12]([C:14](=[O:18])[C:15]([Cl:23])=[O:16])[CH:13]=2)=[CH:4][CH:3]=1. (2) Given the reactants Br[C:2]1[CH:3]=[CH:4][CH:5]=[C:6]2[C:11]=1[N:10]=[C:9]([NH:12][C:13]1([CH3:16])[CH2:15][CH2:14]1)[N:8]([CH:17]1[CH2:19][CH2:18]1)[C:7]2=[O:20].[CH3:21][C@@H:22]1[C:26]2[NH:27][C:28](B3OC(C)(C)C(C)(C)O3)=[CH:29][C:25]=2[C:24](=[O:39])[NH:23]1.[O-]P([O-])([O-])=O.[K+].[K+].[K+], predict the reaction product. The product is: [CH:17]1([N:8]2[C:7](=[O:20])[C:6]3[C:11](=[C:2]([C:28]4[NH:27][C:26]5[CH:22]([CH3:21])[NH:23][C:24](=[O:39])[C:25]=5[CH:29]=4)[CH:3]=[CH:4][CH:5]=3)[NH:10][C@H:9]2[NH:12][C:13]2([CH3:16])[CH2:15][CH2:14]2)[CH2:19][CH2:18]1.